Dataset: Forward reaction prediction with 1.9M reactions from USPTO patents (1976-2016). Task: Predict the product of the given reaction. (1) Given the reactants [CH:1]([O:4][C:5]1([C:8]2[CH:13]=[CH:12][C:11]([C:14]#[C:15][Si](C)(C)C)=[CH:10][CH:9]=2)[CH2:7][CH2:6]1)([CH3:3])[CH3:2].C(=O)([O-])[O-].[K+].[K+], predict the reaction product. The product is: [C:14]([C:11]1[CH:12]=[CH:13][C:8]([C:5]2([O:4][CH:1]([CH3:3])[CH3:2])[CH2:6][CH2:7]2)=[CH:9][CH:10]=1)#[CH:15]. (2) Given the reactants [F:1][C:2]1[CH:10]=[C:9]2[C:5]([CH2:6][CH2:7][C:8]2=O)=[CH:4][CH:3]=1.[CH2:12]([NH2:19])[C:13]1[CH:18]=[CH:17][CH:16]=[CH:15][CH:14]=1, predict the reaction product. The product is: [CH2:12]([N:19]=[C:8]1[C:9]2[C:5](=[CH:4][CH:3]=[C:2]([F:1])[CH:10]=2)[CH2:6][CH2:7]1)[C:13]1[CH:18]=[CH:17][CH:16]=[CH:15][CH:14]=1. (3) The product is: [CH:31]([C:7]1[N:6]=[C:5]2[NH:4][N:3]=[CH:2][C:10]2=[C:9]([C:11]2[CH:16]=[CH:15][C:14]([NH:17][C:18]([NH:20][C:21]3[CH:26]=[CH:25][CH:24]=[C:23]([C:27]([F:28])([F:29])[F:30])[CH:22]=3)=[O:19])=[CH:13][CH:12]=2)[CH:8]=1)([CH3:33])[CH3:32]. Given the reactants N[C:2]1[C:10]2[C:5](=[N:6][C:7]([CH:31]([CH3:33])[CH3:32])=[CH:8][C:9]=2[C:11]2[CH:16]=[CH:15][C:14]([NH:17][C:18]([NH:20][C:21]3[CH:26]=[CH:25][CH:24]=[C:23]([C:27]([F:30])([F:29])[F:28])[CH:22]=3)=[O:19])=[CH:13][CH:12]=2)[NH:4][N:3]=1.S(=O)(=O)(O)O.N([O-])=O.[Na+], predict the reaction product. (4) The product is: [O:12]1[C:16]2[CH:17]=[CH:18][C:19]([C:21]3([C:24]([NH:26][C:27]4[CH:28]=[N:29][C:30]([CH3:34])=[C:31]([C:5]5[CH:6]=[CH:7][CH:8]=[C:3]([CH2:2][OH:1])[CH:4]=5)[CH:32]=4)=[O:25])[CH2:23][CH2:22]3)=[CH:20][C:15]=2[O:14][CH2:13]1. Given the reactants [OH:1][CH2:2][C:3]1[CH:4]=[C:5](B(O)O)[CH:6]=[CH:7][CH:8]=1.[O:12]1[C:16]2[CH:17]=[CH:18][C:19]([C:21]3([C:24]([NH:26][C:27]4[CH:28]=[N:29][C:30]([CH3:34])=[C:31](Br)[CH:32]=4)=[O:25])[CH2:23][CH2:22]3)=[CH:20][C:15]=2[O:14][CH2:13]1.O1C2C=CC(C3(C(NC4C=NC(C)=C(C5C=CC=CC=5)C=4)=O)CC3)=CC=2OC1, predict the reaction product. (5) Given the reactants C([O:4][C@@H:5]1[C@@H:10]([O:11]C(=O)C)[C@@H:9]([CH2:15][O:16]C(=O)C)[O:8][C@H:7]([S:20][C:21]2[CH:26]=[CH:25][C:24](Br)=[CH:23][CH:22]=2)[C@H:6]1CC([O-])=O)(=O)C.[CH3:32][O:33][C:34]([C:36]1[CH:37]=[C:38](B(O)O)[CH:39]=[CH:40][CH:41]=1)=[O:35].C(=O)([O-])[O-:46].[Cs+].[Cs+], predict the reaction product. The product is: [OH:46][C@H:6]1[C@@H:5]([OH:4])[C@H:10]([OH:11])[C@@H:9]([CH2:15][OH:16])[O:8][C@@H:7]1[S:20][C:21]1[CH:22]=[CH:23][C:24]([C:38]2[CH:37]=[C:36]([CH:41]=[CH:40][CH:39]=2)[C:34]([O:33][CH3:32])=[O:35])=[CH:25][CH:26]=1.